Predict the reactants needed to synthesize the given product. From a dataset of Full USPTO retrosynthesis dataset with 1.9M reactions from patents (1976-2016). (1) Given the product [NH2:8][C@@H:9]1[CH2:14][CH2:13][C@H:12]([N:15]2[C:20](=[O:21])[C:19]3[CH:22]=[C:23]([F:26])[CH:24]=[N:25][C:18]=3[N:17]([C:27]3[CH:28]=[C:29]([C:33]4[CH:34]=[CH:35][C:36]([CH2:39][N:40]5[CH2:46][CH2:45][CH2:44][N:43]([C:47]([O:49][CH2:50][C:51]6[CH:56]=[CH:55][CH:54]=[CH:53][CH:52]=6)=[O:48])[CH2:42][CH2:41]5)=[CH:37][CH:38]=4)[CH:30]=[CH:31][CH:32]=3)[C:16]2=[O:57])[CH2:11][CH2:10]1, predict the reactants needed to synthesize it. The reactants are: C(OC([NH:8][C@@H:9]1[CH2:14][CH2:13][C@H:12]([N:15]2[C:20](=[O:21])[C:19]3[CH:22]=[C:23]([F:26])[CH:24]=[N:25][C:18]=3[N:17]([C:27]3[CH:28]=[C:29]([C:33]4[CH:38]=[CH:37][C:36]([CH2:39][N:40]5[CH2:46][CH2:45][CH2:44][N:43]([C:47]([O:49][CH2:50][C:51]6[CH:56]=[CH:55][CH:54]=[CH:53][CH:52]=6)=[O:48])[CH2:42][CH2:41]5)=[CH:35][CH:34]=4)[CH:30]=[CH:31][CH:32]=3)[C:16]2=[O:57])[CH2:11][CH2:10]1)=O)(C)(C)C.Cl. (2) Given the product [Br:1][C:2]1[CH:3]=[CH:4][C:5]([O:8][CH:10]([F:15])[F:14])=[CH:6][N:7]=1, predict the reactants needed to synthesize it. The reactants are: [Br:1][C:2]1[N:7]=[CH:6][C:5]([OH:8])=[CH:4][CH:3]=1.Cl[C:10]([F:15])([F:14])C([O-])=O.[Na+].C(=O)([O-])[O-].[K+].[K+].